Predict the reactants needed to synthesize the given product. From a dataset of Full USPTO retrosynthesis dataset with 1.9M reactions from patents (1976-2016). (1) The reactants are: [Cl:1][C:2]1[CH:3]=[C:4]([NH:19][C:20]2[C:30]3[CH:29]=[C:28]([C:31](O)=[O:32])[CH2:27][CH2:26][NH:25][C:24]=3[N:23]=[CH:22][N:21]=2)[CH:5]=[CH:6][C:7]=1[O:8][C:9]1[CH:14]=[CH:13][CH:12]=[C:11]([C:15]([F:18])([F:17])[F:16])[CH:10]=1.Cl.[NH2:35][CH2:36][CH2:37][O:38][CH2:39][C:40]([CH3:43])([OH:42])[CH3:41].ON1C2C=CC=CC=2N=N1.Cl.C(N=C=NCCCN(C)C)C. Given the product [Cl:1][C:2]1[CH:3]=[C:4]([NH:19][C:20]2[C:30]3[CH:29]=[C:28]([C:31]([NH:35][CH2:36][CH2:37][O:38][CH2:39][C:40]([OH:42])([CH3:43])[CH3:41])=[O:32])[CH2:27][CH2:26][NH:25][C:24]=3[N:23]=[CH:22][N:21]=2)[CH:5]=[CH:6][C:7]=1[O:8][C:9]1[CH:14]=[CH:13][CH:12]=[C:11]([C:15]([F:17])([F:18])[F:16])[CH:10]=1, predict the reactants needed to synthesize it. (2) Given the product [F:1][C:2]1[CH:7]=[CH:6][C:5](/[CH:8]=[CH:9]/[C:10]2[CH:15]=[CH:14][C:13]([S:16]([C:19]3[N:24]=[C:23]([C:25]([NH:32][CH3:31])=[O:26])[CH:22]=[CH:21][CH:20]=3)(=[O:18])=[O:17])=[CH:12][CH:11]=2)=[CH:4][CH:3]=1, predict the reactants needed to synthesize it. The reactants are: [F:1][C:2]1[CH:7]=[CH:6][C:5](/[CH:8]=[CH:9]/[C:10]2[CH:15]=[CH:14][C:13]([S:16]([C:19]3[N:24]=[C:23]([C:25](Cl)=[O:26])[CH:22]=[CH:21][CH:20]=3)(=[O:18])=[O:17])=[CH:12][CH:11]=2)=[CH:4][CH:3]=1.BrC1C=C[N:32]=[C:31](C(O)=O)C=1.CN. (3) Given the product [CH3:17][C:18]1[C:22]([C:2]2[CH:3]=[C:4]([N+:14]([O-:16])=[O:15])[C:5]([NH:12][CH3:13])=[C:6]([CH:11]=2)[C:7]([O:9][CH3:10])=[O:8])=[C:21]([CH3:32])[O:20][N:19]=1, predict the reactants needed to synthesize it. The reactants are: Br[C:2]1[CH:3]=[C:4]([N+:14]([O-:16])=[O:15])[C:5]([NH:12][CH3:13])=[C:6]([CH:11]=1)[C:7]([O:9][CH3:10])=[O:8].[CH3:17][C:18]1[C:22](B2OC(C)(C)C(C)(C)O2)=[C:21]([CH3:32])[O:20][N:19]=1.C(=O)([O-])[O-].[Cs+].[Cs+]. (4) Given the product [CH3:1][C:2]1([CH3:46])[C:10]2[C:5](=[CH:6][CH:7]=[CH:8][CH:9]=2)[N:4]([CH:11]2[CH2:16][CH2:15][N:14]([C:17](=[O:44])[C@@H:18]([NH:27][C:28]([N:30]3[CH2:34][CH2:33][C@H:32]([NH:35][CH3:36])[CH2:31]3)=[O:29])[CH2:19][CH2:20][C:21]3[CH:22]=[CH:23][CH:24]=[CH:25][CH:26]=3)[CH2:13][CH2:12]2)[C:3]1=[O:45], predict the reactants needed to synthesize it. The reactants are: [CH3:1][C:2]1([CH3:46])[C:10]2[C:5](=[CH:6][CH:7]=[CH:8][CH:9]=2)[N:4]([CH:11]2[CH2:16][CH2:15][N:14]([C:17](=[O:44])[C@@H:18]([NH:27][C:28]([N:30]3[CH2:34][CH2:33][C@H:32]([N:35](C)[C:36](=O)OC(C)(C)C)[CH2:31]3)=[O:29])[CH2:19][CH2:20][C:21]3[CH:26]=[CH:25][CH:24]=[CH:23][CH:22]=3)[CH2:13][CH2:12]2)[C:3]1=[O:45].